From a dataset of NCI-60 drug combinations with 297,098 pairs across 59 cell lines. Regression. Given two drug SMILES strings and cell line genomic features, predict the synergy score measuring deviation from expected non-interaction effect. (1) Drug 1: C1CNP(=O)(OC1)N(CCCl)CCCl. Drug 2: B(C(CC(C)C)NC(=O)C(CC1=CC=CC=C1)NC(=O)C2=NC=CN=C2)(O)O. Cell line: HOP-92. Synergy scores: CSS=21.6, Synergy_ZIP=6.57, Synergy_Bliss=6.45, Synergy_Loewe=-52.8, Synergy_HSA=-7.65. (2) Cell line: LOX IMVI. Drug 1: CN1C2=C(C=C(C=C2)N(CCCl)CCCl)N=C1CCCC(=O)O.Cl. Synergy scores: CSS=2.99, Synergy_ZIP=-1.05, Synergy_Bliss=0.917, Synergy_Loewe=-2.81, Synergy_HSA=-1.44. Drug 2: C1CNP(=O)(OC1)N(CCCl)CCCl.